This data is from Experimentally validated miRNA-target interactions with 360,000+ pairs, plus equal number of negative samples. The task is: Binary Classification. Given a miRNA mature sequence and a target amino acid sequence, predict their likelihood of interaction. (1) The miRNA is hsa-miR-4327 with sequence GGCUUGCAUGGGGGACUGG. The protein sequence of the target gene is MAALKEDRSYGLSCGRVSDGSKVSVFHVKLTDSALRAFESYRARQDSVSLRPSIRFQGSQGHISIPQPDCPAEARTFSFYLSNIGRDNPQGSFDCIQQYVSSHGEVHLDCLGSIQDKITVCATDDSYQKARQSMAQAEEETRSRSAIVIKAGGRYLGKKVQFRKPAPGATDAVPSRKRATPINLASAIRKSGASAVSGGSGVSQRPFRDRVLHLLALRPYRKAELLLRLQKDGLTQADKDALDGLLQQVANMSAKDGTCTLQDCMYKDVQKDWPGYSEGDQQLLKRVLVRKLCQPQSTGS.... Result: 1 (interaction). (2) The miRNA is hsa-miR-510-3p with sequence AUUGAAACCUCUAAGAGUGGA. The protein sequence of the target gene is MAPQKDRKPKRSTWRFNLDLTHPVEDGIFDSGNFEQFLREKVKVNGKTGNLGNVVHIERFKNKITVVSEKQFSKRYLKYLTKKYLKKNNLRDWLRVVASDKETYELRYFQISQDEDESESED. Result: 1 (interaction).